This data is from Reaction yield outcomes from USPTO patents with 853,638 reactions. The task is: Predict the reaction yield, written as a fraction of the theoretical maximum amount of product (1.0 means a 100% yield; for example, 0.34 means a 34% yield). (1) The reactants are [N:1]1[NH:2][C:3](=[O:16])[CH2:4][CH:5]2[CH2:11][CH2:10][CH2:9][C:8]3[CH:12]=[CH:13][CH:14]=[CH:15][C:7]=3[C:6]=12. The catalyst is C(#N)C.[Cu](Cl)Cl. The product is [N:1]1[NH:2][C:3](=[O:16])[CH:4]=[C:5]2[CH2:11][CH2:10][CH2:9][C:8]3[CH:12]=[CH:13][CH:14]=[CH:15][C:7]=3[C:6]=12. The yield is 0.900. (2) The reactants are [C:1]([O:9][C@@H:10]1[CH2:18][C@@H:13]2[O:14][C:15](=[O:17])[CH2:16][C@@H:12]2[C@H:11]1[CH:19]=O)(=[O:8])[C:2]1[CH:7]=[CH:6][CH:5]=[CH:4][CH:3]=1.[Cl-].[Li+].[O:23]=[C:24]([CH2:32][O:33][C:34]1[CH:39]=[CH:38][CH:37]=[CH:36][CH:35]=1)[CH2:25]P(=O)(OC)OC.C(N(CC)CC)C.C(O)(=O)CC(CC(O)=O)(C(O)=O)O. The catalyst is ClCCl.O1CCCC1. The product is [C:1]([O:9][C@@H:10]1[CH2:18][C@@H:13]2[O:14][C:15](=[O:17])[CH2:16][C@@H:12]2[C@H:11]1/[CH:19]=[CH:25]/[C:24](=[O:23])[CH2:32][O:33][C:34]1[CH:39]=[CH:38][CH:37]=[CH:36][CH:35]=1)(=[O:8])[C:2]1[CH:3]=[CH:4][CH:5]=[CH:6][CH:7]=1. The yield is 0.506.